This data is from CYP2D6 inhibition data for predicting drug metabolism from PubChem BioAssay. The task is: Regression/Classification. Given a drug SMILES string, predict its absorption, distribution, metabolism, or excretion properties. Task type varies by dataset: regression for continuous measurements (e.g., permeability, clearance, half-life) or binary classification for categorical outcomes (e.g., BBB penetration, CYP inhibition). Dataset: cyp2d6_veith. (1) The molecule is O=C(c1cc(Cl)c(=O)n(Cc2ccc(Cl)cc2)c1)N1CCOCC1. The result is 0 (non-inhibitor). (2) The molecule is O=c1cc(N2CCC(Cc3ccccc3)CC2)[nH]c(=O)n1C1CCCCC1. The result is 0 (non-inhibitor). (3) The compound is CCOC(=O)C1=C(O)/C(=C/c2ccc(-c3ccccc3C(=O)O)o2)SC1=Nc1ccc(C)cc1. The result is 0 (non-inhibitor). (4) The drug is COc1ccc(C2=NOC(C(=O)NCc3ccco3)C2)cc1OC. The result is 0 (non-inhibitor). (5) The drug is CN(C)Cc1ccccc1-c1nc(NCc2ccccc2)c2ccccc2n1. The result is 1 (inhibitor). (6) The result is 0 (non-inhibitor). The molecule is CC1(C(=O)NCCCNC(=O)C2(C)CC2(Br)Br)CC1(Br)Br. (7) The molecule is C[C@@]12CCC(=O)C=C1CC[C@H]1[C@H]2[C@@H](O)C[C@@]2(C)[C@@H](c3csc(-c4ccccc4)n3)CC[C@H]12. The result is 0 (non-inhibitor). (8) The molecule is CO/N=C(\C)CCN1CCCCc2nc(C)c(C)cc21. The result is 1 (inhibitor).